Dataset: Peptide-MHC class I binding affinity with 185,985 pairs from IEDB/IMGT. Task: Regression. Given a peptide amino acid sequence and an MHC pseudo amino acid sequence, predict their binding affinity value. This is MHC class I binding data. (1) The peptide sequence is CGDGRRRVY. The MHC is HLA-A02:06 with pseudo-sequence HLA-A02:06. The binding affinity (normalized) is 0.160. (2) The peptide sequence is SAVTDRETDV. The MHC is HLA-A02:06 with pseudo-sequence HLA-A02:06. The binding affinity (normalized) is 0.119. (3) The peptide sequence is IVKQGRDAL. The MHC is HLA-B46:01 with pseudo-sequence HLA-B46:01. The binding affinity (normalized) is 0.0847. (4) The peptide sequence is PLILAYFPVFRFL. The MHC is HLA-B44:03 with pseudo-sequence HLA-B44:03. The binding affinity (normalized) is 0.408. (5) The peptide sequence is KCNPNLHYW. The MHC is HLA-B46:01 with pseudo-sequence HLA-B46:01. The binding affinity (normalized) is 0.0847. (6) The binding affinity (normalized) is 0. The MHC is HLA-A26:01 with pseudo-sequence HLA-A26:01. The peptide sequence is CFISVNDRLV. (7) The peptide sequence is HPNIEEVAL. The MHC is HLA-A01:01 with pseudo-sequence HLA-A01:01. The binding affinity (normalized) is 0.105. (8) The peptide sequence is MMLVPLITV. The MHC is HLA-A02:03 with pseudo-sequence HLA-A02:03. The binding affinity (normalized) is 0.454. (9) The peptide sequence is LAYARGQAM. The MHC is HLA-B57:01 with pseudo-sequence HLA-B57:01. The binding affinity (normalized) is 0.213.